From a dataset of Reaction yield outcomes from USPTO patents with 853,638 reactions. Predict the reaction yield, written as a fraction of the theoretical maximum amount of product (1.0 means a 100% yield; for example, 0.34 means a 34% yield). (1) The yield is 0.750. The catalyst is O1CCOCC1.O.C1C=CC([P]([Pd]([P](C2C=CC=CC=2)(C2C=CC=CC=2)C2C=CC=CC=2)([P](C2C=CC=CC=2)(C2C=CC=CC=2)C2C=CC=CC=2)[P](C2C=CC=CC=2)(C2C=CC=CC=2)C2C=CC=CC=2)(C2C=CC=CC=2)C2C=CC=CC=2)=CC=1. The product is [Cl:13][C:14]1[CH:19]=[CH:18][CH:17]=[CH:16][C:15]=1[C:2]1[CH:3]=[C:4]([CH:8]=[C:9]([O:11][CH3:12])[CH:10]=1)[C:5]([OH:7])=[O:6]. The reactants are Br[C:2]1[CH:3]=[C:4]([CH:8]=[C:9]([O:11][CH3:12])[CH:10]=1)[C:5]([OH:7])=[O:6].[Cl:13][C:14]1[CH:19]=[CH:18][CH:17]=[CH:16][C:15]=1B(O)O.C([O-])([O-])=O.[Na+].[Na+].Cl. (2) The reactants are Cl[C:2]1[S:6][N:5]=[C:4]([CH3:7])[N:3]=1.[CH3:8][C:9]1[N:13]=[C:12](N)O[N:10]=1.[CH3:15][C:16]1(C)C2C(=C(P(C3C=CC=CC=3)C3C=CC=CC=3)C=CC=2)OC2C(P(C3C=CC=CC=3)C3C=CC=CC=3)=CC=CC1=2.C([O-])([O-])=O.[Cs+].[Cs+]. The catalyst is O1CCOCC1.C1C=CC(/C=C/C(/C=C/C2C=CC=CC=2)=O)=CC=1.C1C=CC(/C=C/C(/C=C/C2C=CC=CC=2)=O)=CC=1.C1C=CC(/C=C/C(/C=C/C2C=CC=CC=2)=O)=CC=1.[Pd].[Pd].O. The product is [CH3:7][C:4]1[N:3]=[C:2]([NH:8][C:9]2[CH:10]=[CH:16][CH:15]=[CH:12][N:13]=2)[S:6][N:5]=1. The yield is 0.630. (3) The reactants are B1(C)OC(C2C=CC=CC=2)(C2C=CC=CC=2)[C@@H]2N1CCC2.[CH2:22]([O:29][C:30]([N:32]1[C:41]2[C:36](=[CH:37][CH:38]=[CH:39][CH:40]=2)[C:35](=[O:42])[CH2:34][CH2:33]1)=[O:31])[C:23]1[CH:28]=[CH:27][CH:26]=[CH:25][CH:24]=1.CO. The catalyst is ClCCl. The product is [CH2:22]([O:29][C:30]([N:32]1[C:41]2[C:36](=[CH:37][CH:38]=[CH:39][CH:40]=2)[C@@H:35]([OH:42])[CH2:34][CH2:33]1)=[O:31])[C:23]1[CH:28]=[CH:27][CH:26]=[CH:25][CH:24]=1. The yield is 0.990. (4) The catalyst is C1COCC1. The reactants are [Cl:1][C:2]1[C:11]([OH:12])=[CH:10][C:9]2[C:4](=[CH:5][CH:6]=[CH:7][CH:8]=2)[N:3]=1.O[C@@H:14]1[CH2:18][N:17]([C:19]([O:21][C:22]([CH3:25])([CH3:24])[CH3:23])=[O:20])[C@H:16]([C:26]([O:28][CH3:29])=[O:27])[CH2:15]1.C1C=CC(P(C2C=CC=CC=2)C2C=CC=CC=2)=CC=1.CCOC(/N=N/C(OCC)=O)=O. The product is [Cl:1][C:2]1[C:11]([O:12][C@H:14]2[CH2:18][N:17]([C:19]([O:21][C:22]([CH3:25])([CH3:24])[CH3:23])=[O:20])[C@H:16]([C:26]([O:28][CH3:29])=[O:27])[CH2:15]2)=[CH:10][C:9]2[C:4](=[CH:5][CH:6]=[CH:7][CH:8]=2)[N:3]=1. The yield is 0.560. (5) The reactants are [C:1]([O:5][C:6]([N:8]1[CH2:12][C@H:11]([F:13])[CH2:10][C@H:9]1[C:14]([OH:16])=O)=[O:7])([CH3:4])([CH3:3])[CH3:2].Cl.[NH2:18][CH2:19][C:20]1[CH:25]=[C:24]([C:26]2[CH:31]=[CH:30][C:29]([C:32]([F:35])([F:34])[F:33])=[CH:28][CH:27]=2)[N:23]=[CH:22][C:21]=1[C:36]([O:38][CH3:39])=[O:37].CN(C(ON1N=NC2C=CC=NC1=2)=[N+](C)C)C.F[P-](F)(F)(F)(F)F.CCN(C(C)C)C(C)C. The catalyst is O1CCCC1. The product is [C:1]([O:5][C:6]([N:8]1[CH2:12][C@H:11]([F:13])[CH2:10][C@H:9]1[C:14]([NH:18][CH2:19][C:20]1[CH:25]=[C:24]([C:26]2[CH:27]=[CH:28][C:29]([C:32]([F:34])([F:35])[F:33])=[CH:30][CH:31]=2)[N:23]=[CH:22][C:21]=1[C:36]([O:38][CH3:39])=[O:37])=[O:16])=[O:7])([CH3:2])([CH3:3])[CH3:4]. The yield is 0.660. (6) The reactants are [CH3:1][O:2][C:3]1[CH:11]=[C:10]([N+:12]([O-:14])=[O:13])[CH:9]=[CH:8][C:4]=1[C:5]([OH:7])=[O:6].[C:15](=O)([O-])[O-].[K+].[K+].IC. No catalyst specified. The product is [CH3:1][O:2][C:3]1[CH:11]=[C:10]([N+:12]([O-:14])=[O:13])[CH:9]=[CH:8][C:4]=1[C:5]([O:7][CH3:15])=[O:6]. The yield is 0.770. (7) The reactants are [ClH:1].[CH3:2][N:3](C)CCCN=C=NCC.ON1C2C=CC=CC=2N=N1.[CH3:23][CH:24]([CH3:65])[CH2:25][CH2:26][N:27]([CH2:60][CH2:61][CH:62]([CH3:64])[CH3:63])[C:28]([C:30]1[CH:31]=[CH:32][C:33]2[N:37]=[C:36]([NH:38][C:39]3[CH:47]=[CH:46][C:42]([C:43](O)=[O:44])=[CH:41][CH:40]=3)[N:35]([CH2:48][CH2:49][CH2:50][NH:51]C(OC(C)(C)C)=O)[C:34]=2[CH:59]=1)=[O:29].CN.Cl. The catalyst is C(Cl)(Cl)Cl.O1CCCC1.ClCCl.C(OCC)(=O)C. The product is [ClH:1].[ClH:1].[NH2:51][CH2:50][CH2:49][CH2:48][N:35]1[C:34]2[CH:59]=[C:30]([C:28]([N:27]([CH2:26][CH2:25][CH:24]([CH3:23])[CH3:65])[CH2:60][CH2:61][CH:62]([CH3:64])[CH3:63])=[O:29])[CH:31]=[CH:32][C:33]=2[N:37]=[C:36]1[NH:38][C:39]1[CH:40]=[CH:41][C:42]([C:43]([NH:3][CH3:2])=[O:44])=[CH:46][CH:47]=1. The yield is 0.600.